This data is from Full USPTO retrosynthesis dataset with 1.9M reactions from patents (1976-2016). The task is: Predict the reactants needed to synthesize the given product. (1) Given the product [Cl:1][C:2]1[CH:7]=[N:6][C:5]([O:8][C:9]2[CH:10]=[CH:11][C:12]([F:15])=[CH:13][CH:14]=2)=[C:4]([CH:3]=1)[C:16]([NH:18][C@H:19]([C:21]1[CH:22]=[CH:23][C:24]([C:25]([NH:40][S:37]([C:34]2[CH:33]=[CH:32][C:31]([CH3:30])=[CH:36][N:35]=2)(=[O:39])=[O:38])=[O:27])=[CH:28][CH:29]=1)[CH3:20])=[O:17], predict the reactants needed to synthesize it. The reactants are: [Cl:1][C:2]1[CH:3]=[C:4]([C:16]([NH:18][C@H:19]([C:21]2[CH:29]=[CH:28][C:24]([C:25]([OH:27])=O)=[CH:23][CH:22]=2)[CH3:20])=[O:17])[C:5]([O:8][C:9]2[CH:14]=[CH:13][C:12]([F:15])=[CH:11][CH:10]=2)=[N:6][CH:7]=1.[CH3:30][C:31]1[CH:32]=[CH:33][C:34]([S:37]([NH2:40])(=[O:39])=[O:38])=[N:35][CH:36]=1. (2) Given the product [C:9]([O:13][CH2:14][CH2:15][NH:16][CH2:7][C:4]1[CH:3]=[CH:2][N:1]=[CH:6][CH:5]=1)([CH3:12])([CH3:11])[CH3:10], predict the reactants needed to synthesize it. The reactants are: [N:1]1[CH:6]=[CH:5][C:4]([CH:7]=O)=[CH:3][CH:2]=1.[C:9]([O:13][CH2:14][CH2:15][NH2:16])([CH3:12])([CH3:11])[CH3:10]. (3) The reactants are: [CH3:1][O:2][C:3](=[O:27])[CH:4]([C:8](=[O:26])[NH:9][C:10]1[CH:15]=[CH:14][C:13]([C:16]#[C:17][C:18]2[CH:23]=[CH:22][C:21]([CH:24]=O)=[CH:20][CH:19]=2)=[CH:12][CH:11]=1)[CH:5]([CH3:7])[CH3:6].CC(O)=O.[NH:32]1[CH2:37][CH2:36][O:35][CH2:34][CH2:33]1.C(O[BH-](OC(=O)C)OC(=O)C)(=O)C.[Na+]. Given the product [CH3:1][O:2][C:3](=[O:27])[CH:4]([C:8](=[O:26])[NH:9][C:10]1[CH:15]=[CH:14][C:13]([C:16]#[C:17][C:18]2[CH:19]=[CH:20][C:21]([CH2:24][N:32]3[CH2:37][CH2:36][O:35][CH2:34][CH2:33]3)=[CH:22][CH:23]=2)=[CH:12][CH:11]=1)[CH:5]([CH3:7])[CH3:6], predict the reactants needed to synthesize it.